This data is from Reaction yield outcomes from USPTO patents with 853,638 reactions. The task is: Predict the reaction yield, written as a fraction of the theoretical maximum amount of product (1.0 means a 100% yield; for example, 0.34 means a 34% yield). (1) The catalyst is C(O)(=O)C. The yield is 0.890. The product is [OH:1][C@H:2]1[CH2:24][CH2:23][C@@:22]2([CH3:25])[C:4](=[CH:5][CH2:6][C@@H:7]3[C@@H:21]2[CH2:20][C@@H:19]([OH:26])[C@@:18]2([CH3:27])[C@:8]3([OH:28])[CH2:9][CH2:10][C@@H:11]2[CH2:12][CH3:13])[CH2:3]1. The reactants are [OH:1][C@H:2]1[CH2:24][CH2:23][C@@:22]2([CH3:25])[C:4](=[CH:5][CH2:6][C@@H:7]3[C@@H:21]2[CH2:20][C@@H:19]([OH:26])[C@@:18]2([CH3:27])[C@:8]3([OH:28])[CH2:9][CH2:10][C@@H:11]2[C:12]2(OCCO2)[CH3:13])[CH2:3]1. (2) The product is [CH3:19][N:18]1[C:17]2[CH:20]=[CH:21][CH:22]=[CH:23][C:16]=2[N:15]=[C:14]1[C:12]([N:10]1[CH2:11][CH:8]([C:3]2[C:2]([N:24]3[CH2:29][CH2:28][CH2:27][CH2:26][CH2:25]3)=[N:7][CH:6]=[CH:5][N:4]=2)[CH2:9]1)=[O:13]. The yield is 0.630. The reactants are Cl[C:2]1[C:3]([CH:8]2[CH2:11][N:10]([C:12]([C:14]3[N:18]([CH3:19])[C:17]4[CH:20]=[CH:21][CH:22]=[CH:23][C:16]=4[N:15]=3)=[O:13])[CH2:9]2)=[N:4][CH:5]=[CH:6][N:7]=1.[NH:24]1[CH2:29][CH2:28][CH2:27][CH2:26][CH2:25]1.C(N(CC)CC)C.CS(C)=O. The catalyst is O.